This data is from Forward reaction prediction with 1.9M reactions from USPTO patents (1976-2016). The task is: Predict the product of the given reaction. (1) The product is: [Cl:1][C:2]1[CH:3]=[C:4]([NH:21][S:22]([C:25]2[CH:30]=[CH:29][C:28]([CH3:31])=[C:27]([C:32]([F:35])([F:33])[F:34])[CH:26]=2)(=[O:23])=[O:24])[C:5]([C:8]([C:10]2[C:18]3[N:17]([CH3:19])[C:16](=[O:20])[NH:15][C:14]=3[CH:13]=[CH:12][CH:11]=2)=[O:9])=[N:6][CH:7]=1. Given the reactants [Cl:1][C:2]1[CH:3]=[C:4]([N:21](COC)[S:22]([C:25]2[CH:30]=[CH:29][C:28]([CH3:31])=[C:27]([C:32]([F:35])([F:34])[F:33])[CH:26]=2)(=[O:24])=[O:23])[C:5]([C:8]([C:10]2[C:18]3[N:17]([CH3:19])[C:16](=[O:20])[NH:15][C:14]=3[CH:13]=[CH:12][CH:11]=2)=[O:9])=[N:6][CH:7]=1.O.CO, predict the reaction product. (2) The product is: [CH2:1]([O:3][C:4]([C:6]1[N:7]=[N:8][S:9][C:10]=1[NH:11][C:17]([O:16][C:12]([CH3:15])([CH3:14])[CH3:13])=[O:18])=[O:5])[CH3:2]. Given the reactants [CH2:1]([O:3][C:4]([C:6]1[N:7]=[N:8][S:9][C:10]=1[NH2:11])=[O:5])[CH3:2].[C:12]([O:16][C:17](O[C:17]([O:16][C:12]([CH3:15])([CH3:14])[CH3:13])=[O:18])=[O:18])([CH3:15])([CH3:14])[CH3:13], predict the reaction product. (3) The product is: [CH:1]([O:4][C:5]1[CH:10]=[C:9]([O:11][C:12]2[CH:17]=[CH:16][C:15]([C:18]([F:19])([F:20])[F:21])=[CH:14][N:13]=2)[CH:8]=[CH:7][C:6]=1[CH2:22][CH2:23][CH2:24][OH:25])([CH3:3])[CH3:2]. Given the reactants [CH:1]([O:4][C:5]1[CH:10]=[C:9]([O:11][C:12]2[CH:17]=[CH:16][C:15]([C:18]([F:21])([F:20])[F:19])=[CH:14][N:13]=2)[CH:8]=[CH:7][C:6]=1[CH2:22][CH2:23][C:24](OC)=[O:25])([CH3:3])[CH3:2].[H-].[Al+3].[Li+].[H-].[H-].[H-].O.O.O.O.O.O.O.O.O.O.S([O-])([O-])(=O)=O.[Na+].[Na+], predict the reaction product. (4) Given the reactants [NH2:1][C:2]1[S:3][CH:4]=[C:5]([CH2:7][C:8]([O:10][CH2:11][CH3:12])=[O:9])[N:6]=1.[Cl:13][C:14]1[CH:19]=[C:18]([Cl:20])[C:17]([Cl:21])=[CH:16][C:15]=1[S:22](Cl)(=[O:24])=[O:23], predict the reaction product. The product is: [Cl:13][C:14]1[CH:19]=[C:18]([Cl:20])[C:17]([Cl:21])=[CH:16][C:15]=1[S:22]([NH:1][C:2]1[S:3][CH:4]=[C:5]([CH2:7][C:8]([O:10][CH2:11][CH3:12])=[O:9])[N:6]=1)(=[O:24])=[O:23]. (5) Given the reactants [O:1]1[CH:5]=[CH:4][CH:3]=[C:2]1[C:6](=O)[CH2:7][C:8]1[O:9][CH:10]=[CH:11][CH:12]=1.[Br:14][C:15]1[CH:16]=[CH:17][C:18]([NH:21]N)=[N:19][CH:20]=1.C(O)(=O)C, predict the reaction product. The product is: [Br:14][C:15]1[CH:16]=[C:17]2[C:6]([C:2]3[O:1][CH:5]=[CH:4][CH:3]=3)=[C:7]([C:8]3[O:9][CH:10]=[CH:11][CH:12]=3)[NH:21][C:18]2=[N:19][CH:20]=1. (6) Given the reactants [C:1]([N:9]1[CH2:13][CH2:12][C:11]([C:14]2[CH:19]=[CH:18][CH:17]=[CH:16][CH:15]=2)=[N:10]1)(=[O:8])[C:2]1[CH:7]=[CH:6][CH:5]=[N:4][CH:3]=1.C(O)C.[CH3:23][S:24]([OH:27])(=[O:26])=[O:25], predict the reaction product. The product is: [CH3:23][S:24]([OH:27])(=[O:26])=[O:25].[C:1]([N:9]1[CH2:13][CH2:12][C:11]([C:14]2[CH:19]=[CH:18][CH:17]=[CH:16][CH:15]=2)=[N:10]1)(=[O:8])[C:2]1[CH:7]=[CH:6][CH:5]=[N:4][CH:3]=1.